This data is from Full USPTO retrosynthesis dataset with 1.9M reactions from patents (1976-2016). The task is: Predict the reactants needed to synthesize the given product. Given the product [O:6]=[S:4]1(=[O:7])[CH2:5][CH:2]([N:22]2[CH2:23][CH2:24][N:25]([C:28]([O:30][C:31]([CH3:34])([CH3:33])[CH3:32])=[O:29])[CH2:26][CH2:27]2)[CH2:3]1, predict the reactants needed to synthesize it. The reactants are: Cl[CH:2]1[CH2:5][S:4](=[O:7])(=[O:6])[CH2:3]1.C(N(CC)CC)C.NC1N=CN=C([N:22]2[CH2:27][CH2:26][N:25]([C:28]([O:30][C:31]([CH3:34])([CH3:33])[CH3:32])=[O:29])[CH2:24][CH2:23]2)C=1.